This data is from Full USPTO retrosynthesis dataset with 1.9M reactions from patents (1976-2016). The task is: Predict the reactants needed to synthesize the given product. (1) Given the product [NH2:21][CH2:25][C:26]1[CH:41]=[CH:40][C:29]2[N:30]([CH2:35][CH2:36][CH:37]([CH3:38])[CH3:39])[C:31]([CH2:33][N:1]3[C:10]4[C:5](=[CH:6][CH:7]=[CH:8][CH:9]=4)[CH2:4][C:3]4([CH2:14][CH2:13][CH2:12][CH2:11]4)[C:2]3=[O:15])=[N:32][C:28]=2[CH:27]=1, predict the reactants needed to synthesize it. The reactants are: [NH:1]1[C:10]2[C:5](=[CH:6][CH:7]=[CH:8][CH:9]=2)[CH2:4][C:3]2([CH2:14][CH2:13][CH2:12][CH2:11]2)[C:2]1=[O:15].Cl.C([N:21]([CH2:25][C:26]1[CH:41]=[CH:40][C:29]2[N:30]([CH2:35][CH2:36][CH:37]([CH3:39])[CH3:38])[C:31]([CH2:33]Cl)=[N:32][C:28]=2[CH:27]=1)C(=O)O)(C)(C)C. (2) Given the product [CH3:20][C:21]1[C:22]([N:28]2[CH2:29][CH2:30][N:31]([C:14]([C:13]3[CH:12]=[CH:11][C:10]([CH2:9][N:3]4[C@H:2]([CH3:1])[CH2:6][CH2:5][S:4]4(=[O:7])=[O:8])=[CH:19][CH:18]=3)=[O:16])[CH2:32][CH2:33]2)=[N:23][CH:24]=[C:25]([CH3:27])[CH:26]=1, predict the reactants needed to synthesize it. The reactants are: [CH3:1][C@@H:2]1[CH2:6][CH2:5][S:4](=[O:8])(=[O:7])[N:3]1[CH2:9][C:10]1[CH:19]=[CH:18][C:13]([C:14]([O:16]C)=O)=[CH:12][CH:11]=1.[CH3:20][C:21]1[C:22]([N:28]2[CH2:33][CH2:32][NH:31][CH2:30][CH2:29]2)=[N:23][CH:24]=[C:25]([CH3:27])[CH:26]=1. (3) Given the product [CH3:23][O:22][C:20]1[CH:19]=[CH:18][C:17]2[C:10]3([CH2:14][O:15][C:16]=2[CH:21]=1)[CH2:11][CH2:12][CH2:13][NH:8][CH:9]3[CH2:24][NH2:25], predict the reactants needed to synthesize it. The reactants are: C([N:8]1[CH2:13][CH2:12][CH2:11][C:10]2([C:17]3[CH:18]=[CH:19][C:20]([O:22][CH3:23])=[CH:21][C:16]=3[O:15][CH2:14]2)[CH:9]1[C:24]#[N:25])C1C=CC=CC=1.[H][H]. (4) Given the product [Cl:7][C:8]1[CH:13]=[CH:12][C:11]([O:14][CH2:20][CH2:21][N:22]([CH3:24])[CH3:23])=[C:10]([N+:15]([O-:17])=[O:16])[CH:9]=1, predict the reactants needed to synthesize it. The reactants are: C(=O)([O-])[O-].[K+].[K+].[Cl:7][C:8]1[CH:13]=[CH:12][C:11]([OH:14])=[C:10]([N+:15]([O-:17])=[O:16])[CH:9]=1.Cl.Cl[CH2:20][CH2:21][N:22]([CH3:24])[CH3:23]. (5) Given the product [C:1]([O:5][C:6](=[O:19])[NH:7][C:8]12[CH2:15][CH:14]3[CH2:16][C:10]([CH2:17][N:24]4[C:20](=[O:30])[C:21]5[C:22](=[CH:26][CH:27]=[CH:28][CH:29]=5)[C:23]4=[O:25])([CH2:11][CH:12]1[CH2:13]3)[CH2:9]2)([CH3:4])([CH3:2])[CH3:3], predict the reactants needed to synthesize it. The reactants are: [C:1]([O:5][C:6](=[O:19])[NH:7][C:8]12[CH2:15][CH:14]3[CH2:16][C:10]([CH2:17]O)([CH2:11][CH:12]1[CH2:13]3)[CH2:9]2)([CH3:4])([CH3:3])[CH3:2].[C:20]1(=[O:30])[NH:24][C:23](=[O:25])[C:22]2=[CH:26][CH:27]=[CH:28][CH:29]=[C:21]12.C1(P(C2C=CC=CC=2)C2C=CC=CC=2)C=CC=CC=1.CC(OC(/N=N/C(OC(C)C)=O)=O)C. (6) Given the product [CH:30]1([C:33]([N:27]2[CH2:28][CH2:29][N:24]([C:21]3[CH:20]=[CH:19][C:18]([NH:17][C:13]4[N:12]=[C:11]([C:5]5[C:4]6[C:8](=[CH:9][CH:10]=[C:2]([F:1])[CH:3]=6)[NH:7][CH:6]=5)[CH:16]=[CH:15][N:14]=4)=[CH:23][CH:22]=3)[CH2:25][CH2:26]2)=[O:34])[CH2:32][CH2:31]1, predict the reactants needed to synthesize it. The reactants are: [F:1][C:2]1[CH:3]=[C:4]2[C:8](=[CH:9][CH:10]=1)[NH:7][CH:6]=[C:5]2[C:11]1[CH:16]=[CH:15][N:14]=[C:13]([NH:17][C:18]2[CH:23]=[CH:22][C:21]([N:24]3[CH2:29][CH2:28][NH:27][CH2:26][CH2:25]3)=[CH:20][CH:19]=2)[N:12]=1.[CH:30]1([C:33](O)=[O:34])[CH2:32][CH2:31]1.C(N(CC)CC)C. (7) Given the product [Br:1][C:2]1[S:3][C:4]([C:9]2[CH:10]=[CH:11][CH:12]=[CH:13][CH:14]=2)=[CH:5][C:6]=1[CH:7]=[O:8], predict the reactants needed to synthesize it. The reactants are: [Br:1][C:2]1[S:3][C:4]([C:9]2[CH:14]=[CH:13][CH:12]=[CH:11][CH:10]=2)=[CH:5][C:6]=1[CH2:7][OH:8]. (8) Given the product [NH2:27][C:23]1[C:22]2[N:21]([C:20]([SH:28])=[N:19][C:18]=2[C:3]2[C:2]([F:1])=[C:11]3[C:6]([CH:7]=[CH:8][C:9]([C:12]4[CH:17]=[CH:16][CH:15]=[CH:14][CH:13]=4)=[N:10]3)=[CH:5][CH:4]=2)[CH:26]=[CH:25][N:24]=1, predict the reactants needed to synthesize it. The reactants are: [F:1][C:2]1[C:3]([C:18]2[N:19]=[C:20]([S:28]C)[N:21]3[CH:26]=[CH:25][N:24]=[C:23]([NH2:27])[C:22]=23)=[CH:4][CH:5]=[C:6]2[C:11]=1[N:10]=[C:9]([C:12]1[CH:17]=[CH:16][CH:15]=[CH:14][CH:13]=1)[CH:8]=[CH:7]2.CC(O)=O.Br. (9) Given the product [CH:23]1[C:24]2[C:19](=[C:18]([NH:15][C:16]([NH:12][CH2:11][C:10]3[CH:9]=[CH:8][C:7]([N:1]4[CH2:6][CH2:5][O:4][CH2:3][CH2:2]4)=[CH:14][CH:13]=3)=[O:17])[CH:27]=[CH:26][CH:25]=2)[CH:20]=[CH:21][N:22]=1, predict the reactants needed to synthesize it. The reactants are: [N:1]1([C:7]2[CH:14]=[CH:13][C:10]([CH2:11][NH2:12])=[CH:9][CH:8]=2)[CH2:6][CH2:5][O:4][CH2:3][CH2:2]1.[N:15]([C:18]1[CH:27]=[CH:26][CH:25]=[C:24]2[C:19]=1[CH:20]=[CH:21][N:22]=[CH:23]2)=[C:16]=[O:17].